From a dataset of Forward reaction prediction with 1.9M reactions from USPTO patents (1976-2016). Predict the product of the given reaction. (1) Given the reactants [OH:1][C:2]12[CH2:9][CH2:8][C:5]([C:10]3[NH:18][C:17]4[C:16](SC)=[N:15][C:14](=[O:21])[N:13]([CH2:22][CH2:23][CH3:24])[C:12]=4[N:11]=3)([CH2:6][CH2:7]1)[CH2:4][CH2:3]2.[NH2:25][C@H:26]([CH2:29][CH3:30])[CH2:27][OH:28], predict the reaction product. The product is: [OH:1][C:2]12[CH2:9][CH2:8][C:5]([C:10]3[NH:18][C:17]4[C:16]([NH:25][CH:26]([CH2:27][OH:28])[CH2:29][CH3:30])=[N:15][C:14](=[O:21])[N:13]([CH2:22][CH2:23][CH3:24])[C:12]=4[N:11]=3)([CH2:6][CH2:7]1)[CH2:4][CH2:3]2. (2) The product is: [F:20][C:21]1[CH:22]=[CH:23][C:24]([C@@H:27]2[CH2:32][O:31][CH:30]=[C:29]3[CH2:34][CH2:35][CH2:36][C:37](=[O:38])[N:28]23)=[CH:25][CH:26]=1. Given the reactants C([SiH](CC)CC)C.FC(F)(F)S(O[Si](C)(C)C)(=O)=O.[F:20][C:21]1[CH:26]=[CH:25][C:24]([CH:27]2[CH2:32][O:31][C@@H:30](O)[CH:29]3[CH2:34][CH2:35][CH2:36][C:37](=[O:38])[N:28]23)=[CH:23][CH:22]=1.O, predict the reaction product. (3) Given the reactants [CH2:1]([C:6]1[CH:13]=[CH:12][C:9]([CH2:10][NH2:11])=[CH:8][CH:7]=1)[CH2:2][CH2:3][CH2:4][CH3:5].Cl[CH2:15][C:16]1[N:17]=[C:18]([C:21]2[CH:29]=[CH:28][C:24]([C:25](Cl)=[O:26])=[CH:23][CH:22]=2)[S:19][CH:20]=1.[CH3:30][C:31]([CH3:36])=[CH:32][C:33](Cl)=[O:34].[NH2:37][C:38]1[CH:50]=[CH:49][C:41]2[O:42]C(C)(C)[O:44][C:45](=[O:46])[C:40]=2[CH:39]=1, predict the reaction product. The product is: [OH:42][C:41]1[CH:49]=[CH:50][C:38]([N:37]([C:33](=[O:34])[CH:32]=[C:31]([CH3:36])[CH3:30])[CH2:15][C:16]2[N:17]=[C:18]([C:21]3[CH:29]=[CH:28][C:24]([C:25]([NH:11][CH2:10][C:9]4[CH:12]=[CH:13][C:6]([CH2:1][CH2:2][CH2:3][CH2:4][CH3:5])=[CH:7][CH:8]=4)=[O:26])=[CH:23][CH:22]=3)[S:19][CH:20]=2)=[CH:39][C:40]=1[C:45]([OH:46])=[O:44]. (4) Given the reactants [F:1][CH:2]([F:11])[C:3](=[O:10])[CH2:4][C:5]([O:7][CH2:8][CH3:9])=[O:6].[N:12]([O-])=[O:13].[Na+], predict the reaction product. The product is: [F:1][CH:2]([F:11])[C:3](=[O:10])[C:4](=[N:12][OH:13])[C:5]([O:7][CH2:8][CH3:9])=[O:6]. (5) Given the reactants C[O:2][C:3](=[O:18])[C:4]1[CH:9]=[CH:8][C:7]([CH2:10][N:11]2[CH2:16][CH2:15][N:14]([CH3:17])[CH2:13][CH2:12]2)=[CH:6][CH:5]=1.O.Cl, predict the reaction product. The product is: [CH3:17][N:14]1[CH2:13][CH2:12][N:11]([CH2:10][C:7]2[CH:8]=[CH:9][C:4]([C:3]([OH:18])=[O:2])=[CH:5][CH:6]=2)[CH2:16][CH2:15]1. (6) Given the reactants [C:1]1([S:7]([N:10]2[C:18]3[C:13](=[CH:14][C:15]([C:19]4[CH:24]=[CH:23][C:22]([N:25]5[CH2:30][CH2:29][N:28]([CH3:31])[CH2:27][CH2:26]5)=[CH:21][CH:20]=4)=[CH:16][CH:17]=3)[C:12]3[C:32](Cl)=[CH:33][CH:34]=[N:35][C:11]2=3)(=[O:9])=[O:8])[CH:6]=[CH:5][CH:4]=[CH:3][CH:2]=1.[CH2:37]([N:44]1[CH2:49][CH2:48][NH:47][CH2:46][CH2:45]1)[C:38]1[CH:43]=[CH:42][CH:41]=[CH:40][CH:39]=1, predict the reaction product. The product is: [CH2:37]([N:44]1[CH2:49][CH2:48][N:47]([C:32]2[C:12]3[C:13]4[C:18](=[CH:17][CH:16]=[C:15]([C:19]5[CH:24]=[CH:23][C:22]([N:25]6[CH2:30][CH2:29][N:28]([CH3:31])[CH2:27][CH2:26]6)=[CH:21][CH:20]=5)[CH:14]=4)[N:10]([S:7]([C:1]4[CH:6]=[CH:5][CH:4]=[CH:3][CH:2]=4)(=[O:9])=[O:8])[C:11]=3[N:35]=[CH:34][CH:33]=2)[CH2:46][CH2:45]1)[C:38]1[CH:39]=[CH:40][CH:41]=[CH:42][CH:43]=1. (7) The product is: [CH3:1][C@H:2]1[CH2:7][N:6]([C:8]2[CH:13]=[CH:12][CH:11]=[CH:10][N:9]=2)[CH2:5][CH2:4][N:3]1[C:14]1[C:15]([O:28][S:30]([C:33]([F:36])([F:35])[F:34])(=[O:31])=[O:29])=[N:16][C:17]2[C:22]([N:23]=1)=[CH:21][C:20]([C:24]([O:26][CH3:27])=[O:25])=[CH:19][CH:18]=2. Given the reactants [CH3:1][C@H:2]1[CH2:7][N:6]([C:8]2[CH:13]=[CH:12][CH:11]=[CH:10][N:9]=2)[CH2:5][CH2:4][N:3]1[C:14]1[C:15](=[O:28])[NH:16][C:17]2[C:22]([N:23]=1)=[CH:21][C:20]([C:24]([O:26][CH3:27])=[O:25])=[CH:19][CH:18]=2.[O:29](S(C(F)(F)F)(=O)=O)[S:30]([C:33]([F:36])([F:35])[F:34])(=O)=[O:31], predict the reaction product. (8) Given the reactants Br[CH2:2][C:3]1[C:15]([F:16])=[CH:14][C:6]([C:7]([NH:9][S:10]([CH3:13])(=[O:12])=[O:11])=[O:8])=[C:5]([F:17])[CH:4]=1.[Cl:18][C:19]1[CH:24]=[CH:23][C:22](B(O)O)=[C:21]([O:28][CH3:29])[CH:20]=1.C(=O)([O-])[O-].[K+].[K+], predict the reaction product. The product is: [Cl:18][C:19]1[CH:24]=[CH:23][C:22]([CH2:2][C:3]2[C:15]([F:16])=[CH:14][C:6]([C:7]([NH:9][S:10]([CH3:13])(=[O:12])=[O:11])=[O:8])=[C:5]([F:17])[CH:4]=2)=[C:21]([O:28][CH3:29])[CH:20]=1.